Dataset: Catalyst prediction with 721,799 reactions and 888 catalyst types from USPTO. Task: Predict which catalyst facilitates the given reaction. Reactant: [BH4-].[Na+].[F:3][C:4]1[C:16]([F:17])=[C:15]([F:18])[CH:14]=[CH:13][C:5]=1[NH:6][C@@H:7]([CH3:12])[C:8](OC)=[O:9].CO.O. Product: [F:3][C:4]1[C:16]([F:17])=[C:15]([F:18])[CH:14]=[CH:13][C:5]=1[NH:6][C@@H:7]([CH3:12])[CH2:8][OH:9]. The catalyst class is: 282.